Dataset: Peptide-MHC class I binding affinity with 185,985 pairs from IEDB/IMGT. Task: Regression. Given a peptide amino acid sequence and an MHC pseudo amino acid sequence, predict their binding affinity value. This is MHC class I binding data. The peptide sequence is DHQAAFQYI. The MHC is HLA-B45:01 with pseudo-sequence HLA-B45:01. The binding affinity (normalized) is 0.